From a dataset of Forward reaction prediction with 1.9M reactions from USPTO patents (1976-2016). Predict the product of the given reaction. Given the reactants [C:1]([OH:13])(=O)[CH2:2][C:3]1[CH:11]=[CH:10][C:8]([OH:9])=[C:5]([O:6][CH3:7])[CH:4]=1.S(Cl)(Cl)=O.[CH3:18][C:19]1[CH:20]=[C:21]([CH2:26][CH2:27][CH2:28][NH2:29])[CH:22]=[CH:23][C:24]=1[CH3:25].C(N(CC)CC)C, predict the reaction product. The product is: [CH3:18][C:19]1[CH:20]=[C:21]([CH2:26][CH2:27][CH2:28][NH:29][C:1](=[O:13])[CH2:2][C:3]2[CH:11]=[CH:10][C:8]([OH:9])=[C:5]([O:6][CH3:7])[CH:4]=2)[CH:22]=[CH:23][C:24]=1[CH3:25].